From a dataset of Full USPTO retrosynthesis dataset with 1.9M reactions from patents (1976-2016). Predict the reactants needed to synthesize the given product. (1) The reactants are: Cl[C:2]1[CH:3]=[C:4]([NH2:11])[C:5]2[N:6]([CH:8]=[CH:9][N:10]=2)[N:7]=1.[C:12]([C:16]1[CH:40]=[CH:39][C:19]([C:20]([NH:22][C:23]2[CH:28]=[CH:27][CH:26]=[C:25](B3OC(C)(C)C(C)(C)O3)[C:24]=2[CH3:38])=[O:21])=[CH:18][CH:17]=1)([CH3:15])([CH3:14])[CH3:13].P([O-])([O-])([O-])=O.[K+].[K+].[K+].C1(P(C2CCCCC2)C2C=CC=CC=2C2C(OC)=CC=CC=2OC)CCCCC1. Given the product [NH2:11][C:4]1[C:5]2[N:6]([CH:8]=[CH:9][N:10]=2)[N:7]=[C:2]([C:25]2[C:24]([CH3:38])=[C:23]([NH:22][C:20](=[O:21])[C:19]3[CH:18]=[CH:17][C:16]([C:12]([CH3:13])([CH3:14])[CH3:15])=[CH:40][CH:39]=3)[CH:28]=[CH:27][CH:26]=2)[CH:3]=1, predict the reactants needed to synthesize it. (2) The reactants are: [CH2:1]([NH:3][NH2:4])[CH3:2].[Cl:5][C:6]1[C:11]([CH:12]=O)=[C:10](Cl)[CH:9]=[C:8]([Cl:15])[N:7]=1.C(N(CC)CC)C. Given the product [Cl:5][C:6]1[C:11]2[CH:12]=[N:4][N:3]([CH2:1][CH3:2])[C:10]=2[CH:9]=[C:8]([Cl:15])[N:7]=1, predict the reactants needed to synthesize it. (3) Given the product [F:28][C:29]1[CH:34]=[CH:33][C:32]([C:35]2[N:36]=[CH:37][N:38]3[C:47]=2[CH:46]=[C:45]2[C@@:40]([CH3:50])([C@@H:41]([CH:48]([C:6]4[N:7]=[CH:8][CH:9]=[CH:10][N:11]=4)[OH:49])[CH2:42][CH2:43][CH2:44]2)[CH2:39]3)=[CH:31][CH:30]=1, predict the reactants needed to synthesize it. The reactants are: C([Sn](CCCC)(CCCC)[C:6]1[N:11]=[CH:10][CH:9]=[CH:8][N:7]=1)CCC.C([Li])CCC.[Br-].[Mg+2].[Br-].[F:28][C:29]1[CH:34]=[CH:33][C:32]([C:35]2[N:36]=[CH:37][N:38]3[C:47]=2[CH:46]=[C:45]2[C@@:40]([CH3:50])([C@@H:41]([CH:48]=[O:49])[CH2:42][CH2:43][CH2:44]2)[CH2:39]3)=[CH:31][CH:30]=1.[Cl-].[NH4+]. (4) Given the product [CH:1]1([CH:7]([NH:19][C:20]2[CH:21]=[CH:22][C:23]([C:26]([N:28]([CH3:36])[CH2:29][CH2:30][C:31]([OH:33])=[O:32])=[O:27])=[N:24][CH:25]=2)[C:8]2[O:9][C:10]3[CH:17]=[CH:16][C:15]([F:18])=[CH:14][C:11]=3[C:12]=2[CH3:13])[CH2:6][CH2:5][CH2:4][CH2:3][CH2:2]1, predict the reactants needed to synthesize it. The reactants are: [CH:1]1([CH:7]([NH:19][C:20]2[CH:21]=[CH:22][C:23]([C:26]([N:28]([CH3:36])[CH2:29][CH2:30][C:31]([O:33]CC)=[O:32])=[O:27])=[N:24][CH:25]=2)[C:8]2[O:9][C:10]3[CH:17]=[CH:16][C:15]([F:18])=[CH:14][C:11]=3[C:12]=2[CH3:13])[CH2:6][CH2:5][CH2:4][CH2:3][CH2:2]1.CCCCCC.C(O)C.C(O)C.[OH-].[Li+]. (5) Given the product [OH:15][C:3]1[C:4]([OH:14])=[C:5]([C:7]2[CH:12]=[CH:11][C:10]([Cl:23])=[CH:9][CH:8]=2)[O:6][C:2]=1[NH:1][C:28](=[O:30])[CH3:29], predict the reactants needed to synthesize it. The reactants are: [NH2:1][C:2]1[O:6][CH:5]([C:7]2[CH:12]=[CH:11][C:10](F)=[CH:9][CH:8]=2)[C:4](=[O:14])[C:3]=1[OH:15].C(N(CC)CC)C.[Cl:23][Si](C)(C)C.[C:28](Cl)(=[O:30])[CH3:29].[F-].C([N+](CCCC)(CCCC)CCCC)CCC.S([O-])([O-])(=O)=O.[NH4+].[NH4+]. (6) Given the product [CH3:3][C:4]1([C:9]2[N:14]=[C:13]([CH2:15][O:16][S:24]([CH3:27])(=[O:26])=[O:25])[CH:12]=[CH:11][CH:10]=2)[O:5][CH2:6][CH2:7][O:8]1, predict the reactants needed to synthesize it. The reactants are: N#N.[CH3:3][C:4]1([C:9]2[N:14]=[C:13]([CH2:15][OH:16])[CH:12]=[CH:11][CH:10]=2)[O:8][CH2:7][CH2:6][O:5]1.CCN(CC)CC.[S:24](Cl)([CH3:27])(=[O:26])=[O:25]. (7) Given the product [ClH:2].[Cl:2][C:3]1[CH:8]=[CH:7][C:6]([CH:9]([CH:10]2[CH2:15][CH2:14][NH:13][CH2:12][CH2:11]2)[OH:23])=[CH:5][CH:4]=1, predict the reactants needed to synthesize it. The reactants are: Cl.[Cl:2][C:3]1[CH:8]=[CH:7][C:6]([CH:9]([OH:23])[CH:10]2[CH2:15][CH2:14][N:13](C(OC(C)(C)C)=O)[CH2:12][CH2:11]2)=[CH:5][CH:4]=1. (8) Given the product [Cl:15][C:16]1[CH:17]=[CH:18][C:19]([C@H:22]2[C@H:24]([CH3:25])[C@H:23]2[NH:26][C:5](=[O:6])[C:4]2[CH:8]=[CH:9][CH:10]=[CH:11][C:3]=2[C:2]([F:13])([F:12])[F:1])=[CH:20][CH:21]=1, predict the reactants needed to synthesize it. The reactants are: [F:1][C:2]([F:13])([F:12])[C:3]1[CH:11]=[CH:10][CH:9]=[CH:8][C:4]=1[C:5](Cl)=[O:6].Cl.[Cl:15][C:16]1[CH:21]=[CH:20][C:19]([CH:22]2[CH:24]([CH3:25])[CH:23]2[NH2:26])=[CH:18][CH:17]=1.C(N(CC)CC)C.